This data is from Full USPTO retrosynthesis dataset with 1.9M reactions from patents (1976-2016). The task is: Predict the reactants needed to synthesize the given product. (1) The reactants are: [Br:1][C:2]1[C:3]2[CH:10]=[CH:9][CH:8]=[C:7]([Br:11])[C:4]=2[S:5][CH:6]=1.[N+:12]([O-])([OH:14])=[O:13].C(O)(=O)C. Given the product [Br:1][C:2]1[C:3]2[CH:10]=[CH:9][CH:8]=[C:7]([Br:11])[C:4]=2[S:5][C:6]=1[N+:12]([O-:14])=[O:13], predict the reactants needed to synthesize it. (2) Given the product [CH:19]1([C:2]2[CH:7]=[C:6]([F:8])[C:5]([N+:9]([O-:11])=[O:10])=[CH:4][C:3]=2[N:12]2[C:16](=[O:17])[N:15]([CH3:18])[N:14]=[N:13]2)[CH2:21][CH2:20]1, predict the reactants needed to synthesize it. The reactants are: Br[C:2]1[CH:7]=[C:6]([F:8])[C:5]([N+:9]([O-:11])=[O:10])=[CH:4][C:3]=1[N:12]1[C:16](=[O:17])[N:15]([CH3:18])[N:14]=[N:13]1.[CH:19]1([B-](F)(F)F)[CH2:21][CH2:20]1.[K+].C([O-])([O-])=O.[K+].[K+]. (3) The reactants are: Cl[C:2]1[N:7]=[C:6]([CH:8]([CH:11]2[N:15]([CH2:16][CH3:17])[C:14]3[CH:18]=[CH:19][CH:20]=[CH:21][C:13]=3[NH:12]2)[C:9]#[N:10])[C:5]([CH3:22])=[CH:4][N:3]=1.[OH-].[NH4+:24].[I-].[Na+]. Given the product [NH2:24][C:2]1[N:7]=[C:6](/[C:8](=[C:11]2\[NH:12][C:13]3[CH:21]=[CH:20][CH:19]=[CH:18][C:14]=3[N:15]\2[CH2:16][CH3:17])/[C:9]#[N:10])[C:5]([CH3:22])=[CH:4][N:3]=1, predict the reactants needed to synthesize it.